Dataset: Merck oncology drug combination screen with 23,052 pairs across 39 cell lines. Task: Regression. Given two drug SMILES strings and cell line genomic features, predict the synergy score measuring deviation from expected non-interaction effect. (1) Drug 1: Nc1ccn(C2OC(CO)C(O)C2(F)F)c(=O)n1. Drug 2: CNC(=O)c1cc(Oc2ccc(NC(=O)Nc3ccc(Cl)c(C(F)(F)F)c3)cc2)ccn1. Cell line: MSTO. Synergy scores: synergy=-7.20. (2) Drug 1: N#Cc1ccc(Cn2cncc2CN2CCN(c3cccc(Cl)c3)C(=O)C2)cc1. Drug 2: CNC(=O)c1cc(Oc2ccc(NC(=O)Nc3ccc(Cl)c(C(F)(F)F)c3)cc2)ccn1. Cell line: NCIH23. Synergy scores: synergy=7.01. (3) Drug 1: CS(=O)(=O)CCNCc1ccc(-c2ccc3ncnc(Nc4ccc(OCc5cccc(F)c5)c(Cl)c4)c3c2)o1. Drug 2: Cn1cc(-c2cnn3c(N)c(Br)c(C4CCCNC4)nc23)cn1. Cell line: HCT116. Synergy scores: synergy=15.9. (4) Drug 1: CS(=O)(=O)CCNCc1ccc(-c2ccc3ncnc(Nc4ccc(OCc5cccc(F)c5)c(Cl)c4)c3c2)o1. Drug 2: CC(C)CC(NC(=O)C(Cc1ccccc1)NC(=O)c1cnccn1)B(O)O. Cell line: SKMEL30. Synergy scores: synergy=6.52. (5) Drug 1: O=P1(N(CCCl)CCCl)NCCCO1. Drug 2: NC1(c2ccc(-c3nc4ccn5c(=O)[nH]nc5c4cc3-c3ccccc3)cc2)CCC1. Cell line: UWB1289BRCA1. Synergy scores: synergy=0.133. (6) Drug 1: NC(=O)c1cccc2cn(-c3ccc(C4CCCNC4)cc3)nc12. Drug 2: C#Cc1cccc(Nc2ncnc3cc(OCCOC)c(OCCOC)cc23)c1. Cell line: NCIH520. Synergy scores: synergy=5.66.